Dataset: NCI-60 drug combinations with 297,098 pairs across 59 cell lines. Task: Regression. Given two drug SMILES strings and cell line genomic features, predict the synergy score measuring deviation from expected non-interaction effect. (1) Drug 1: C1C(C(OC1N2C=C(C(=O)NC2=O)F)CO)O. Drug 2: COCCOC1=C(C=C2C(=C1)C(=NC=N2)NC3=CC=CC(=C3)C#C)OCCOC.Cl. Cell line: NCI-H460. Synergy scores: CSS=35.4, Synergy_ZIP=1.58, Synergy_Bliss=-0.697, Synergy_Loewe=-30.0, Synergy_HSA=-3.11. (2) Cell line: IGROV1. Synergy scores: CSS=46.6, Synergy_ZIP=0.449, Synergy_Bliss=-0.0684, Synergy_Loewe=4.14, Synergy_HSA=5.19. Drug 1: CC1=C(N=C(N=C1N)C(CC(=O)N)NCC(C(=O)N)N)C(=O)NC(C(C2=CN=CN2)OC3C(C(C(C(O3)CO)O)O)OC4C(C(C(C(O4)CO)O)OC(=O)N)O)C(=O)NC(C)C(C(C)C(=O)NC(C(C)O)C(=O)NCCC5=NC(=CS5)C6=NC(=CS6)C(=O)NCCC[S+](C)C)O. Drug 2: CC1C(C(CC(O1)OC2CC(CC3=C2C(=C4C(=C3O)C(=O)C5=C(C4=O)C(=CC=C5)OC)O)(C(=O)CO)O)N)O.Cl. (3) Synergy scores: CSS=51.3, Synergy_ZIP=-0.773, Synergy_Bliss=-2.31, Synergy_Loewe=-34.0, Synergy_HSA=-2.13. Drug 1: CCC1=C2CN3C(=CC4=C(C3=O)COC(=O)C4(CC)O)C2=NC5=C1C=C(C=C5)O. Cell line: MOLT-4. Drug 2: C1CNP(=O)(OC1)N(CCCl)CCCl.